This data is from Peptide-MHC class I binding affinity with 185,985 pairs from IEDB/IMGT. The task is: Regression. Given a peptide amino acid sequence and an MHC pseudo amino acid sequence, predict their binding affinity value. This is MHC class I binding data. (1) The peptide sequence is QIFEVYWYL. The MHC is HLA-A02:01 with pseudo-sequence HLA-A02:01. The binding affinity (normalized) is 0.777. (2) The peptide sequence is KYYNDILKL. The MHC is HLA-A26:03 with pseudo-sequence HLA-A26:03. The binding affinity (normalized) is 0.0847. (3) The peptide sequence is RYLALYNKY. The MHC is HLA-A24:02 with pseudo-sequence HLA-A24:02. The binding affinity (normalized) is 0.303. (4) The peptide sequence is AQLYAYAGF. The MHC is HLA-A01:01 with pseudo-sequence HLA-A01:01. The binding affinity (normalized) is 0.0847. (5) The peptide sequence is NTYLFNILY. The MHC is H-2-Dd with pseudo-sequence H-2-Dd. The binding affinity (normalized) is 0. (6) The peptide sequence is SVIDHIHYM. The MHC is HLA-B58:01 with pseudo-sequence HLA-B58:01. The binding affinity (normalized) is 0.476.